Dataset: Forward reaction prediction with 1.9M reactions from USPTO patents (1976-2016). Task: Predict the product of the given reaction. (1) Given the reactants C(N(CC)CC)C.[NH2:8][C:9]1[C:10]([C:15]([OH:17])=O)=[N:11][CH:12]=[CH:13][N:14]=1.[NH2:18][C:19]1[CH:24]=[CH:23][CH:22]=[CH:21][C:20]=1[NH2:25], predict the reaction product. The product is: [NH2:18][C:19]1[CH:24]=[CH:23][CH:22]=[CH:21][C:20]=1[NH:25][C:15]([C:10]1[C:9]([NH2:8])=[N:14][CH:13]=[CH:12][N:11]=1)=[O:17]. (2) Given the reactants [CH3:1][O:2][C:3]1[CH:8]=[C:7]([N:9]2[CH2:14][CH2:13][N:12]([CH3:15])[CH2:11][CH2:10]2)[C:6]([N+:16]([O-])=O)=[CH:5][C:4]=1[NH:19][C:20]1[N:25]=[C:24]([N:26]2[CH:30]=[C:29]([CH:31]=O)[C:28]([CH3:33])=[N:27]2)[C:23]([CH3:34])=[CH:22][N:21]=1.Cl.[NH:36]1[CH2:39][CH:38]([OH:40])[CH2:37]1, predict the reaction product. The product is: [OH:40][CH:38]1[CH2:39][N:36]([CH2:31][C:29]2[C:28]([CH3:33])=[N:27][N:26]([C:24]3[C:23]([CH3:34])=[CH:22][N:21]=[C:20]([NH:19][C:4]4[C:3]([O:2][CH3:1])=[CH:8][C:7]([N:9]5[CH2:10][CH2:11][N:12]([CH3:15])[CH2:13][CH2:14]5)=[C:6]([NH:16][C:3](=[O:2])[CH:4]=[CH2:5])[CH:5]=4)[N:25]=3)[CH:30]=2)[CH2:37]1. (3) Given the reactants [F:1][C:2]1([F:14])[CH:9]2[CH2:10][C:5]3([CH2:12][OH:13])[CH2:6][CH:7]([CH2:11][CH:3]1[CH2:4]3)[CH2:8]2.[Cl:15][C:16]1[C:17](F)=[CH:18][C:19]([F:29])=[C:20]([CH:28]=1)[C:21]([O:23][C:24]([CH3:27])([CH3:26])[CH3:25])=[O:22].C(=O)([O-])[O-].[Cs+].[Cs+].O, predict the reaction product. The product is: [Cl:15][C:16]1[C:17]([O:13][CH2:12][C:5]23[CH2:10][CH:9]4[CH2:8][CH:7]([CH2:11][CH:3]([C:2]4([F:14])[F:1])[CH2:4]2)[CH2:6]3)=[CH:18][C:19]([F:29])=[C:20]([CH:28]=1)[C:21]([O:23][C:24]([CH3:25])([CH3:26])[CH3:27])=[O:22]. (4) Given the reactants [CH3:1][O:2][C:3]1[CH:15]=[C:14]([O:16][CH3:17])[CH:13]=[CH:12][C:4]=1[CH2:5][NH:6][C:7]1[S:11][N:10]=[CH:9][N:8]=1.C1COCC1.[C:23]([N:26]1[CH2:35][CH2:34][C:33]2[C:28](=[CH:29][CH:30]=[C:31]([S:36](Cl)(=[O:38])=[O:37])[CH:32]=2)[CH:27]1[C:40]1[CH:45]=[CH:44][C:43]([C:46]([F:49])([F:48])[F:47])=[CH:42][C:41]=1[O:50][CH3:51])(=[O:25])[CH3:24], predict the reaction product. The product is: [C:23]([N:26]1[CH2:35][CH2:34][C:33]2[C:28](=[CH:29][CH:30]=[C:31]([S:36]([N:6]([CH2:5][C:4]3[CH:12]=[CH:13][C:14]([O:16][CH3:17])=[CH:15][C:3]=3[O:2][CH3:1])[C:7]3[S:11][N:10]=[CH:9][N:8]=3)(=[O:38])=[O:37])[CH:32]=2)[CH:27]1[C:40]1[CH:45]=[CH:44][C:43]([C:46]([F:48])([F:49])[F:47])=[CH:42][C:41]=1[O:50][CH3:51])(=[O:25])[CH3:24]. (5) Given the reactants CS(C)=O.C(Cl)(=O)C(Cl)=O.[OH:11][CH2:12][CH2:13][CH2:14][N:15]([CH3:23])[C:16](=[O:22])[O:17][C:18]([CH3:21])([CH3:20])[CH3:19].CN, predict the reaction product. The product is: [CH3:23][N:15]([CH2:14][CH2:13][CH:12]=[O:11])[C:16](=[O:22])[O:17][C:18]([CH3:21])([CH3:19])[CH3:20].